This data is from Full USPTO retrosynthesis dataset with 1.9M reactions from patents (1976-2016). The task is: Predict the reactants needed to synthesize the given product. (1) Given the product [C:27]([C:26]1[CH:25]=[CH:24][C:23]([NH:22][CH2:21][CH2:20][CH2:19][N:14]2[CH2:15][CH:16]3[CH:11]([N:10]([CH3:9])[S:5]([CH2:1][CH2:2][CH2:3][CH3:4])(=[O:7])=[O:6])[CH:12]([CH2:18][CH2:17]3)[CH2:13]2)=[CH:30][CH:29]=1)#[N:28], predict the reactants needed to synthesize it. The reactants are: [CH2:1]([S:5](Cl)(=[O:7])=[O:6])[CH2:2][CH2:3][CH3:4].[CH3:9][NH:10][CH:11]1[CH:16]2[CH2:17][CH2:18][CH:12]1[CH2:13][N:14]([CH2:19][CH2:20][CH2:21][NH:22][C:23]1[CH:30]=[CH:29][C:26]([C:27]#[N:28])=[CH:25][CH:24]=1)[CH2:15]2.C([O-])([O-])=O.[K+].[K+]. (2) Given the product [Cl:20][C:19]1[C:14]([C:13]2[C:12]([OH:22])=[N:11][C:10]3=[N:9][CH:8]=[CH:7][N:6]=[C:5]3[C:3]=2[OH:4])=[N:15][CH:16]=[C:17]([Cl:21])[CH:18]=1, predict the reactants needed to synthesize it. The reactants are: CO[C:3]([C:5]1[C:10]([NH:11][C:12](=[O:22])[CH2:13][C:14]2[C:19]([Cl:20])=[CH:18][C:17]([Cl:21])=[CH:16][N:15]=2)=[N:9][CH:8]=[CH:7][N:6]=1)=[O:4].C(=O)([O-])[O-].[K+].[K+].